Predict the reaction yield, written as a fraction of the theoretical maximum amount of product (1.0 means a 100% yield; for example, 0.34 means a 34% yield). From a dataset of Reaction yield outcomes from USPTO patents with 853,638 reactions. The reactants are [Li+].[OH-].[CH3:3][C:4]1([C:20]([O:22]CC)=[O:21])[CH2:9][CH2:8][CH2:7][N:6]([C:10]([O:12][CH2:13][C:14]2[CH:19]=[CH:18][CH:17]=[CH:16][CH:15]=2)=[O:11])[CH2:5]1. The catalyst is C(O)C. The product is [CH2:13]([O:12][C:10]([N:6]1[CH2:7][CH2:8][CH2:9][C:4]([CH3:3])([C:20]([OH:22])=[O:21])[CH2:5]1)=[O:11])[C:14]1[CH:15]=[CH:16][CH:17]=[CH:18][CH:19]=1. The yield is 0.920.